From a dataset of Full USPTO retrosynthesis dataset with 1.9M reactions from patents (1976-2016). Predict the reactants needed to synthesize the given product. (1) Given the product [Br:1][C:2]1[CH:9]=[C:6]([CH:7]=[O:8])[C:5]([O:10][CH2:19][C:20]([OH:22])=[O:21])=[C:4]([F:11])[CH:3]=1, predict the reactants needed to synthesize it. The reactants are: [Br:1][C:2]1[CH:3]=[C:4]([F:11])[C:5]([OH:10])=[C:6]([CH:9]=1)[CH:7]=[O:8].C(=O)([O-])[O-].[K+].[K+].Br[CH2:19][C:20]([O:22]C)=[O:21]. (2) The reactants are: [N:1]1([C:6]2[N:11]=[C:10]([NH:12][C:13]3[CH:18]=[C:17]([Cl:19])[N:16]=[N:15][C:14]=3[C:20]([O:22]CC)=O)[CH:9]=[CH:8][CH:7]=2)[CH:5]=[CH:4][CH:3]=[N:2]1.[NH3:25]. Given the product [N:1]1([C:6]2[N:11]=[C:10]([NH:12][C:13]3[CH:18]=[C:17]([Cl:19])[N:16]=[N:15][C:14]=3[C:20]([NH2:25])=[O:22])[CH:9]=[CH:8][CH:7]=2)[CH:5]=[CH:4][CH:3]=[N:2]1, predict the reactants needed to synthesize it.